This data is from Reaction yield outcomes from USPTO patents with 853,638 reactions. The task is: Predict the reaction yield, written as a fraction of the theoretical maximum amount of product (1.0 means a 100% yield; for example, 0.34 means a 34% yield). (1) The catalyst is C(#N)C. The reactants are N[C:2]1[CH:6]=[C:5]([C:7]([CH3:10])(C)C)O[N:3]=1.ClC(Cl)(OC(=O)OC(Cl)(Cl)Cl)Cl.N[C:24]([NH2:26])=O.[CH3:27][NH:28]N. The product is [CH3:27][N:28]1[C:6]2[CH:5]=[CH:7][CH:10]=[N:3][C:2]=2[CH:24]=[N:26]1. The yield is 0.300. (2) The reactants are Cl.[NH2:2][C@@H:3]([CH2:16][CH2:17][C:18]([NH:20][CH:21]1[CH2:29][C:28]2[C:23](=[CH:24][CH:25]=[CH:26][CH:27]=2)[CH2:22]1)=[O:19])[C:4]([NH:6][CH:7]1[CH2:15][C:14]2[C:9](=[CH:10][CH:11]=[CH:12][CH:13]=2)[CH2:8]1)=[O:5].[CH3:30][O:31][C:32]([CH2:34][C@@H:35]([CH2:39][CH:40]([CH3:42])[CH3:41])[C:36](O)=[O:37])=[O:33].C(Cl)CCl.C1C=CC2N(O)N=NC=2C=1.CN1CCOCC1. The catalyst is ClCCl. The product is [CH2:15]1[C:14]2[C:9](=[CH:10][CH:11]=[CH:12][CH:13]=2)[CH2:8][CH:7]1[NH:6][C:4]([C@@H:3]([NH:2][C:36]([C@H:35]([CH2:39][CH:40]([CH3:42])[CH3:41])[CH2:34][C:32]([O:31][CH3:30])=[O:33])=[O:37])[CH2:16][CH2:17][C:18](=[O:19])[NH:20][CH:21]1[CH2:29][C:28]2[C:23](=[CH:24][CH:25]=[CH:26][CH:27]=2)[CH2:22]1)=[O:5]. The yield is 0.920. (3) The reactants are [I-].[Na+].Br[CH2:4][CH2:5][CH2:6][O:7][C:8]1[CH:9]=[C:10]2[C:15](=[CH:16][C:17]=1[O:18][CH3:19])[C:14](=[O:20])[N:13]([CH2:21][CH2:22][CH2:23][N:24]1[CH2:29][CH2:28][O:27][CH2:26][CH2:25]1)[C:12]1[C:30]3[CH:31]=[C:32]4[O:40][CH2:39][O:38][C:33]4=[CH:34][C:35]=3[C:36](=[O:37])[C:11]2=1.[CH2:41]([NH2:43])[CH3:42]. The catalyst is O1CCOCC1.C(Cl)(Cl)Cl. The product is [CH2:41]([NH:43][CH2:4][CH2:5][CH2:6][O:7][C:8]1[CH:9]=[C:10]2[C:15](=[CH:16][C:17]=1[O:18][CH3:19])[C:14](=[O:20])[N:13]([CH2:21][CH2:22][CH2:23][N:24]1[CH2:29][CH2:28][O:27][CH2:26][CH2:25]1)[C:12]1[C:30]3[CH:31]=[C:32]4[O:40][CH2:39][O:38][C:33]4=[CH:34][C:35]=3[C:36](=[O:37])[C:11]2=1)[CH3:42]. The yield is 0.460. (4) The reactants are [Cl:1][C:2]1[CH:3]=[C:4]([CH:7]=[C:8]([O:11]C)[C:9]=1[OH:10])[CH:5]=[O:6].B(Br)(Br)Br. The catalyst is ClCCl. The product is [Cl:1][C:2]1[CH:3]=[C:4]([CH:7]=[C:8]([OH:11])[C:9]=1[OH:10])[CH:5]=[O:6]. The yield is 0.890. (5) The reactants are [C:1]([O:5][C:6](=[O:22])[CH2:7][CH:8]([NH:15][C:16]([O:18][CH2:19][CH:20]=[CH2:21])=[O:17])[C:9](N(OC)C)=[O:10])([CH3:4])([CH3:3])[CH3:2].[H-].[Al+3].[Li+].[H-].[H-].[H-]. The catalyst is C1COCC1.CCOCC. The product is [C:1]([O:5][C:6](=[O:22])[CH2:7][CH:8]([NH:15][C:16]([O:18][CH2:19][CH:20]=[CH2:21])=[O:17])[CH:9]=[O:10])([CH3:2])([CH3:4])[CH3:3]. The yield is 0.910. (6) The reactants are N12CCCN=C1CCCCC2.[Si:12]([O:19][CH2:20][C@H:21]1[O:27][C@H:25]([CH3:26])[CH:24]=[CH:23][C@@H:22]1[OH:28])([C:15]([CH3:18])([CH3:17])[CH3:16])([CH3:14])[CH3:13].[Cl:29][C:30]([Cl:34])([Cl:33])[C:31]#[N:32]. The catalyst is ClCCl. The product is [Si:12]([O:19][CH2:20][C@H:21]1[O:27][C@H:25]([CH3:26])[CH:24]=[CH:23][C@@H:22]1[O:28][C:31](=[NH:32])[C:30]([Cl:34])([Cl:33])[Cl:29])([C:15]([CH3:17])([CH3:18])[CH3:16])([CH3:14])[CH3:13]. The yield is 0.770. (7) The reactants are [CH:1]1([N:5]2[CH:9]=[C:8]([N+:10]([O-])=O)[N:7]=[CH:6]2)[CH2:4][CH2:3][CH2:2]1.C(OCC)(=O)C.CCN(CC)CC.[N:26]1[C:35]2[C:30](=[CH:31][C:32]([CH2:36][C:37](O)=[O:38])=[CH:33][CH:34]=2)[CH:29]=[CH:28][CH:27]=1. The catalyst is C(Cl)Cl.[Pd]. The product is [CH:1]1([N:5]2[CH:9]=[C:8]([NH:10][C:37](=[O:38])[CH2:36][C:32]3[CH:31]=[C:30]4[C:35](=[CH:34][CH:33]=3)[N:26]=[CH:27][CH:28]=[CH:29]4)[N:7]=[CH:6]2)[CH2:4][CH2:3][CH2:2]1. The yield is 0.470.